Dataset: Full USPTO retrosynthesis dataset with 1.9M reactions from patents (1976-2016). Task: Predict the reactants needed to synthesize the given product. (1) Given the product [F:1][C:2]([F:33])([F:32])[C:3]1[CH:4]=[C:5]([C@H:13]2[O:17][C:16](=[O:18])[N:15]([CH2:19][C:20]3[CH:25]=[C:24]([C:26]([F:29])([F:28])[F:27])[CH:23]=[CH:22][C:21]=3[B:34]3[O:38][C:37]([CH3:40])([CH3:39])[C:36]([CH3:42])([CH3:41])[O:35]3)[C@H:14]2[CH3:31])[CH:6]=[C:7]([C:9]([F:12])([F:11])[F:10])[CH:8]=1, predict the reactants needed to synthesize it. The reactants are: [F:1][C:2]([F:33])([F:32])[C:3]1[CH:4]=[C:5]([C@H:13]2[O:17][C:16](=[O:18])[N:15]([CH2:19][C:20]3[CH:25]=[C:24]([C:26]([F:29])([F:28])[F:27])[CH:23]=[CH:22][C:21]=3I)[C@H:14]2[CH3:31])[CH:6]=[C:7]([C:9]([F:12])([F:11])[F:10])[CH:8]=1.[B:34]1([B:34]2[O:38][C:37]([CH3:40])([CH3:39])[C:36]([CH3:42])([CH3:41])[O:35]2)[O:38][C:37]([CH3:40])([CH3:39])[C:36]([CH3:42])([CH3:41])[O:35]1.C([O-])(=O)C.[K+].O1CCOCC1. (2) Given the product [N:1]1[N:2]=[C:3]([C:10]2[CH:19]=[CH:18][C:17]3[C:12](=[C:13]([OH:20])[CH:14]=[CH:15][CH:16]=3)[N:11]=2)[N:4]2[CH:9]=[CH:8][CH:7]=[CH:6][C:5]=12, predict the reactants needed to synthesize it. The reactants are: [N:1]1[N:2]=[C:3]([C:10]2[CH:19]=[CH:18][C:17]3[C:12](=[C:13]([O:20][Si](C(C)(C)C)(C)C)[CH:14]=[CH:15][CH:16]=3)[N:11]=2)[N:4]2[CH:9]=[CH:8][CH:7]=[CH:6][C:5]=12.[F-].C([N+](CCCC)(CCCC)CCCC)CCC. (3) Given the product [N:7]1[C:6]([CH:4]=[O:5])=[CH:14][N:9]2[C:8]=1[CH:13]=[CH:12][CH:11]=[N:10]2, predict the reactants needed to synthesize it. The reactants are: CON(C)[C:4]([C:6]1[N:7]=[C:8]2[CH:13]=[CH:12][CH:11]=[N:10][N:9]2[CH:14]=1)=[O:5].[H-].[Al+3].[Li+].[H-].[H-].[H-].C(O)(=O)CC(CC(O)=O)(C(O)=O)O. (4) Given the product [CH:1]1([CH:4]([NH:8][C:15](=[O:16])[O:17][CH2:18][C:19]2[CH:24]=[CH:23][CH:22]=[CH:21][CH:20]=2)[CH2:5][O:6][CH3:7])[CH2:3][CH2:2]1, predict the reactants needed to synthesize it. The reactants are: [CH:1]1([CH:4]([NH2:8])[CH2:5][O:6][CH3:7])[CH2:3][CH2:2]1.C([O-])([O-])=O.[Na+].[Na+].[C:15](Cl)([O:17][CH2:18][C:19]1[CH:24]=[CH:23][CH:22]=[CH:21][CH:20]=1)=[O:16]. (5) Given the product [CH3:19][O:20][C:21]1[CH:26]=[CH:25][C:24]([C:2]2[C:11]3[C:6](=[CH:7][CH:8]=[CH:9][CH:10]=3)[CH:5]=[C:4]([NH:12][C:13]3[CH:17]=[C:16]([CH3:18])[NH:15][N:14]=3)[N:3]=2)=[CH:23][CH:22]=1, predict the reactants needed to synthesize it. The reactants are: Cl[C:2]1[C:11]2[C:6](=[CH:7][CH:8]=[CH:9][CH:10]=2)[CH:5]=[C:4]([NH:12][C:13]2[CH:17]=[C:16]([CH3:18])[NH:15][N:14]=2)[N:3]=1.[CH3:19][O:20][C:21]1[CH:26]=[CH:25][C:24](B(O)O)=[CH:23][CH:22]=1. (6) Given the product [NH2:23][C:20]1[CH:19]=[CH:18][C:17]([O:16][C:15]2[CH:14]=[CH:13][C:12]([CH2:26][C:27]([O:29][CH3:30])=[O:28])=[CH:11][C:10]=2[CH2:9][NH:8][C:6]([O:5][C:1]([CH3:2])([CH3:3])[CH3:4])=[O:7])=[CH:22][CH:21]=1, predict the reactants needed to synthesize it. The reactants are: [C:1]([O:5][C:6]([NH:8][CH2:9][C:10]1[CH:11]=[C:12]([CH2:26][C:27]([O:29][CH3:30])=[O:28])[CH:13]=[CH:14][C:15]=1[O:16][C:17]1[CH:22]=[CH:21][C:20]([N+:23]([O-])=O)=[CH:19][CH:18]=1)=[O:7])([CH3:4])([CH3:3])[CH3:2].[Cl-].[NH4+].